Task: Predict the reactants needed to synthesize the given product.. Dataset: Full USPTO retrosynthesis dataset with 1.9M reactions from patents (1976-2016) Given the product [CH:25]1([O:30][C:31]2[N:36]=[CH:35][C:34]([N:7]3[C:8]4[C:13](=[CH:12][C:11]([C:15]5[CH:20]=[CH:19][C:18]([C:21]([F:22])([F:24])[F:23])=[CH:17][N:16]=5)=[CH:10][CH:9]=4)[CH:14]=[C:6]3[C:4]([OH:3])=[O:5])=[CH:33][CH:32]=2)[CH2:26][CH2:27][CH2:28][CH2:29]1, predict the reactants needed to synthesize it. The reactants are: C([O:3][C:4]([C:6]1[NH:7][C:8]2[C:13]([CH:14]=1)=[CH:12][C:11]([C:15]1[CH:20]=[CH:19][C:18]([C:21]([F:24])([F:23])[F:22])=[CH:17][N:16]=1)=[CH:10][CH:9]=2)=[O:5])C.[CH:25]1([O:30][C:31]2[N:36]=[CH:35][C:34](B(O)O)=[CH:33][CH:32]=2)[CH2:29][CH2:28][CH2:27][CH2:26]1.